Dataset: Full USPTO retrosynthesis dataset with 1.9M reactions from patents (1976-2016). Task: Predict the reactants needed to synthesize the given product. (1) Given the product [Cl:12][C:9]1[CH:10]=[CH:11][C:6]2[S:5][CH:4]=[C:3]([CH2:2][OH:15])[C:7]=2[CH:8]=1, predict the reactants needed to synthesize it. The reactants are: Br[CH2:2][C:3]1[C:7]2[CH:8]=[C:9]([Cl:12])[CH:10]=[CH:11][C:6]=2[S:5][CH:4]=1.C([O-])(=[O:15])C.[K+].Cl. (2) Given the product [NH2:1][C:2]1[N:3]=[C:4]([C:21]2[CH:26]=[CH:25][CH:24]=[CH:23][CH:22]=2)[C:5]([C:11]2[CH:12]=[CH:13][C:14](=[O:20])[N:15]([CH:17]([CH3:19])[CH3:18])[N:16]=2)=[C:6]([NH:30][CH2:27][CH2:28][CH3:29])[N:7]=1, predict the reactants needed to synthesize it. The reactants are: [NH2:1][C:2]1[N:7]=[C:6](S(C)=O)[C:5]([C:11]2[CH:12]=[CH:13][C:14](=[O:20])[N:15]([CH:17]([CH3:19])[CH3:18])[N:16]=2)=[C:4]([C:21]2[CH:26]=[CH:25][CH:24]=[CH:23][CH:22]=2)[N:3]=1.[CH2:27]([NH2:30])[CH2:28][CH3:29].